This data is from Forward reaction prediction with 1.9M reactions from USPTO patents (1976-2016). The task is: Predict the product of the given reaction. (1) Given the reactants [Cl:1][C:2]1[CH:10]=[CH:9][C:8]([C:11]2[CH:12]=[CH:13][C:14]([C:46]#[C:47]C3CCCN3C(OC(C)(C)C)=O)=[N:15][C:16]=2[C@@H:17]([NH:27][C:28](=[O:45])[CH2:29][N:30]2[C:34]3[C:35]([F:40])([F:39])[C@@H:36]4[CH2:38][C@@H:37]4[C:33]=3[C:32]([C:41]([F:44])([F:43])[F:42])=[N:31]2)[CH2:18][C:19]2[CH:24]=[C:23]([F:25])[CH:22]=[C:21]([F:26])[CH:20]=2)=[C:7]2[C:3]=1[C:4]([NH:61][S:62]([CH3:65])(=[O:64])=[O:63])=[N:5][N:6]2[CH3:60].C([CH:68]1[O:73][CH2:72][CH2:71][N:70]([C:74]([O:76][C:77]([CH3:80])([CH3:79])[CH3:78])=[O:75])[CH2:69]1)#C, predict the reaction product. The product is: [Cl:1][C:2]1[CH:10]=[CH:9][C:8]([C:11]2[CH:12]=[CH:13][C:14]([C:46]#[C:47][CH:72]3[O:73][CH2:68][CH2:69][N:70]([C:74]([O:76][C:77]([CH3:80])([CH3:79])[CH3:78])=[O:75])[CH2:71]3)=[N:15][C:16]=2[C@@H:17]([NH:27][C:28](=[O:45])[CH2:29][N:30]2[C:34]3[C:35]([F:39])([F:40])[C@@H:36]4[CH2:38][C@@H:37]4[C:33]=3[C:32]([C:41]([F:44])([F:43])[F:42])=[N:31]2)[CH2:18][C:19]2[CH:20]=[C:21]([F:26])[CH:22]=[C:23]([F:25])[CH:24]=2)=[C:7]2[C:3]=1[C:4]([NH:61][S:62]([CH3:65])(=[O:63])=[O:64])=[N:5][N:6]2[CH3:60]. (2) Given the reactants Br[CH2:2][C:3]([C:5]1[CH:14]=[CH:13][CH:12]=[C:11]2[C:6]=1[N:7]=[C:8]([NH:16][C:17]1([CH3:20])[CH2:19][CH2:18]1)[C:9]([CH3:15])=[N:10]2)=[O:4].CN(C=O)C.[C:26]([O:30][C:31]([NH:33][C@H:34]([CH3:43])[C:35](=[O:42])[CH2:36][C:37]([O:39][CH2:40][CH3:41])=[O:38])=[O:32])([CH3:29])([CH3:28])[CH3:27].C([O-])([O-])=O.[K+].[K+], predict the reaction product. The product is: [C:26]([O:30][C:31]([NH:33][C@@H:34]([CH3:43])[C:35](=[O:42])[CH:36]([CH2:2][C:3]([C:5]1[CH:14]=[CH:13][CH:12]=[C:11]2[C:6]=1[N:7]=[C:8]([NH:16][C:17]1([CH3:20])[CH2:19][CH2:18]1)[C:9]([CH3:15])=[N:10]2)=[O:4])[C:37]([O:39][CH2:40][CH3:41])=[O:38])=[O:32])([CH3:28])([CH3:29])[CH3:27]. (3) The product is: [Cl:1][C:2]1[CH:10]=[C:9]2[C:5]([C:6]([C:11]3[N:16]=[C:15]4[C:17]([C:20]([NH:23][C@@H:24]([CH3:27])[CH2:25][OH:26])=[O:21])=[CH:18][NH:19][C:14]4=[N:13][CH:12]=3)=[N:7][NH:8]2)=[CH:4][CH:3]=1. Given the reactants [Cl:1][C:2]1[CH:10]=[C:9]2[C:5]([C:6]([C:11]3[N:16]=[C:15]4[C:17]([C:20](O)=[O:21])=[CH:18][NH:19][C:14]4=[N:13][CH:12]=3)=[N:7][NH:8]2)=[CH:4][CH:3]=1.[NH2:23][C@@H:24]([CH3:27])[CH2:25][OH:26].CCN=C=NCCCN(C)C.C1C=CC2N(O)N=NC=2C=1.CCN(C(C)C)C(C)C, predict the reaction product. (4) Given the reactants [CH3:1][CH:2]1[CH2:7][CH:6]([CH3:8])[CH2:5][N:4]([S:9]([C:12]2[CH:25]=[CH:24][C:23]3[N:22]([CH3:26])[C:21]4[C:16](=[CH:17][C:18]([S:27]([N:30]5[CH2:35][CH:34]([CH3:36])[CH2:33][CH:32]([CH3:37])[CH2:31]5)(=[O:29])=[O:28])=[CH:19][CH:20]=4)[C:15](=S)[C:14]=3[CH:13]=2)(=[O:11])=[O:10])[CH2:3]1.[CH3:39][N:40]([CH2:42][CH2:43][CH2:44][NH2:45])[CH3:41], predict the reaction product. The product is: [CH3:36][CH:34]1[CH2:33][CH:32]([CH3:37])[CH2:31][N:30]([S:27]([C:18]2[CH:19]=[CH:20][C:21]3[N:22]([CH3:26])[C:23]4[C:14](=[CH:13][C:12]([S:9]([N:4]5[CH2:3][CH:2]([CH3:1])[CH2:7][CH:6]([CH3:8])[CH2:5]5)(=[O:11])=[O:10])=[CH:25][CH:24]=4)[C:15](=[N:45][CH2:44][CH2:43][CH2:42][N:40]([CH3:41])[CH3:39])[C:16]=3[CH:17]=2)(=[O:28])=[O:29])[CH2:35]1. (5) Given the reactants [CH3:1][O:2][C:3]1[C:4]([O:30][CH3:31])=[CH:5][C:6]2[C:15]3[C:10](=[C:11]4[C:19]([N+:20]([O-])=O)=[CH:18][CH:17]=[CH:16][C:12]4=[N:13][CH:14]=3)[N:9]([CH2:23][CH2:24][N:25]([CH3:27])[CH3:26])[C:8](=[O:28])[C:7]=2[CH:29]=1, predict the reaction product. The product is: [NH2:20][C:19]1[C:11]2[C:12](=[N:13][CH:14]=[C:15]3[C:10]=2[N:9]([CH2:23][CH2:24][N:25]([CH3:26])[CH3:27])[C:8](=[O:28])[C:7]2[CH:29]=[C:3]([O:2][CH3:1])[C:4]([O:30][CH3:31])=[CH:5][C:6]3=2)[CH:16]=[CH:17][CH:18]=1. (6) Given the reactants [Cl:1][C:2]1[CH:7]=[C:6]([NH2:8])[C:5]([N+:9]([O-])=O)=[CH:4][N:3]=1.[CH2:12](O)C, predict the reaction product. The product is: [Cl:1][C:2]1[N:3]=[CH:4][C:5]2[N:9]=[CH:12][NH:8][C:6]=2[CH:7]=1. (7) Given the reactants [O:1]1[CH2:5][CH2:4][C@H:3]([OH:6])[CH2:2]1.[H-].[Na+].[C:9]([C:11]1[CH:12]=[C:13]([NH:17][C:18]2[C:27]3[C:22](=[CH:23][C:24](F)=[C:25]([N+:28]([O-:30])=[O:29])[CH:26]=3)[N:21]=[CH:20][N:19]=2)[CH:14]=[CH:15][CH:16]=1)#[CH:10], predict the reaction product. The product is: [C:9]([C:11]1[CH:12]=[C:13]([NH:17][C:18]2[C:27]3[C:22](=[CH:23][C:24]([O:6][C@H:3]4[CH2:4][CH2:5][O:1][CH2:2]4)=[C:25]([N+:28]([O-:30])=[O:29])[CH:26]=3)[N:21]=[CH:20][N:19]=2)[CH:14]=[CH:15][CH:16]=1)#[CH:10]. (8) Given the reactants [CH2:1]([O:4][N:5]=[C:6]1[CH2:10][N:9](C(OC(C)(C)C)=O)[C@H:8]([C:18]([OH:20])=O)[CH2:7]1)[CH:2]=[CH2:3].[CH2:21]([N:23]([CH2:27][CH3:28])[CH2:24][CH2:25][NH2:26])[CH3:22], predict the reaction product. The product is: [CH2:1]([O:4][N:5]=[C:6]1[CH2:10][NH:9][C@H:8]([C:18]([NH:26][CH2:25][CH2:24][N:23]([CH2:27][CH3:28])[CH2:21][CH3:22])=[O:20])[CH2:7]1)[CH:2]=[CH2:3].